From a dataset of Drug-target binding data from BindingDB using IC50 measurements. Regression. Given a target protein amino acid sequence and a drug SMILES string, predict the binding affinity score between them. We predict pIC50 (pIC50 = -log10(IC50 in M); higher means more potent). Dataset: bindingdb_ic50. (1) The compound is CCCCCCCCSc1ncc(Cc2cn(Cc3ccc(C(=O)OC)cc3)cn2)[nH]1. The target protein sequence is AFRPCNVNTKIGNAKCCPFVCGKAVTFKDRSTCSTYNLSSSLHHILEEDKRRRQVVDVMSAIFQGPISLDAPPPPAIADLLQSVRTPRVIKYCQIIMGHPAECQVERDLNIANSIIAIIANIISIAGIIFVIYKLFCSLQGPYSGEPKPKTKVPERRVVAQGPEEEFGRSILKNNTCVITTGNGKFTGLGIHDRILIIPTHADPGREVQVNGVHTKVLDSYDLYNRDGVKLEITVIQLDRNEKFRDIRKYIPETEDDYPECNLALSANQDEPTIIKVGDVVSYGNILLSGNQTARMLKYNYPTKSGYCGGVLYKIGQILGIHVGGNGRDGFSAMLLRSYFTGQIKVNKHATECGLPDIQTIHTPSKTKLQPSVFYDVFPGSKEPAVLTDNDPRLEVNFKEA. The pIC50 is 3.8. (2) The compound is Nc1nccc2c1ncn2C/C=C\[C@@H](O)CO. The target protein (P50247) has sequence MSDKLPYKVADIGLAAWGRKALDIAENEMPGLMRMREMYSASKPLKGARIAGCLHMTVETAVLIETLVALGAEVRWSSCNIFSTQDHAAAAIAKAGIPVFAWKGETDEEYLWCIEQTLHFKDGPLNMILDDGGDLTNLIHTKYPQLLSGIRGISEETTTGVHNLYKMMSNGILKVPAINVNDSVTKSKFDNLYGCRESLIDGIKRATDVMIAGKVAVVAGYGDVGKGCAQALRGFGARVIITEIDPINALQAAMEGYEVTTMDEACKEGNIFVTTTGCVDIILGRHFEQMKDDAIVCNIGHFDVEIDVKWLNENAVEKVNIKPQVDRYWLKNGRRIILLAEGRLVNLGCAMGHPSFVMSNSFTNQVMAQIELWTHPDKYPVGVHFLPKKLDEAVAEAHLGKLNVKLTKLTEKQAQYLGMPINGPFKPDHYRY. The pIC50 is 4.2. (3) The drug is CC(=O)N1CCN(c2ccc(OC[C@@H]3CO[C@@](Cn4ccnc4)(c4ccc(Cl)cc4Cl)O3)cc2)CC1. The target protein (P18125) has sequence MMTISLIWGIAVLVSCCIWFIVGIRRRKAGEPPLENGLIPYLGCALKFGSNPLEFLRANQRKHGHVFTCKLMGKYVHFITNSLSYHKVLCHGKYFDWKKFHYTTSAKAFGHRSIDPNDGNTTENINNTFTKTLQGDALCSLSEAMMQNLQSVMRPPGLPKSKSNAWVTEGMYAFCYRVMFEAGYLTLFGRDISKTDTQKALILNNLDNFKQFDQVFPALVAGLPIHLFKTAHKAREKLAEGLKHKNLCVRDQVSELIRLRMFLNDTLSTFDDMEKAKTHLAILWASQANTIPATFWSLFQMIRSPEAMKAASEEVSGALQSAGQELSSGGSAIYLDQVQLNDLPVLDSIIKEALRLSSASLNIRTAKEDFTLHLEDGSYNIRKDDMIALYPQLMHLDPEIYPDPLTFKYDRYLDESGKAKTTFYSNGNKLKCFYMPFGSGATICPGRLFAVQEIKQFLILMLSCFELEFVESQVKCPPLDQSRAGLGILPPLHDIEFKYK.... The pIC50 is 6.7. (4) The compound is CNCc1cccc(-c2cc(-c3ccc(C#N)cc3)c(-c3ccc(C)cc3)n3ncnc23)c1. The target protein sequence is LPPPPPQAPPEEENESEPEEPSGVEGAAFQSRLPHDRMTSQEAACFPDIISGPQQTQKVFLFIRNRTLQLWLDNPKIQLTFEATLQQLEAPYNSDTVLVHRVHSYLERHGLINFGIYKRIKPLPTKKTGKVIIIGSGVSGLAAARQLQSFGMDVTLLEARDRVGGRVATFRKGNYVADLGAMVVTGLGGNPMAVVSKQVNMELAKIKQKCPLYEANGQAVPKEKDEMVEQEFNRLLEATSYLSHQLDFNVLNNKPVSLGQALEVVIQLQEKHVKDEQIEHWKKIVKTQEELKELLNKMVNLKEKIKELHQQYKEASEVKPPRDITAEFLVKSKHRDLTALCKEYDELAETQGKLEEKLQELEANPPSDVYLSSRDRQILDWHFANLEFANATPLSTLSLKHWDQDDDFEFTGSHLTVRNGYSCVPVALAEGLDIKLNTAVRQVRYTASGCEVIAVNTRSTSQTFIYKCDAVLCTLPLGVLKQQPPAVQFVPPLPEWKTSA.... The pIC50 is 6.5.